Regression. Given two drug SMILES strings and cell line genomic features, predict the synergy score measuring deviation from expected non-interaction effect. From a dataset of NCI-60 drug combinations with 297,098 pairs across 59 cell lines. (1) Drug 1: C1=CC(=CC=C1CCC2=CNC3=C2C(=O)NC(=N3)N)C(=O)NC(CCC(=O)O)C(=O)O. Drug 2: CCCCCOC(=O)NC1=NC(=O)N(C=C1F)C2C(C(C(O2)C)O)O. Cell line: SF-268. Synergy scores: CSS=17.7, Synergy_ZIP=2.76, Synergy_Bliss=6.68, Synergy_Loewe=-51.6, Synergy_HSA=4.37. (2) Drug 1: C1=CC(=CC=C1CCCC(=O)O)N(CCCl)CCCl. Drug 2: CNC(=O)C1=NC=CC(=C1)OC2=CC=C(C=C2)NC(=O)NC3=CC(=C(C=C3)Cl)C(F)(F)F. Cell line: HOP-92. Synergy scores: CSS=39.1, Synergy_ZIP=-13.6, Synergy_Bliss=-8.86, Synergy_Loewe=-6.87, Synergy_HSA=-6.11. (3) Drug 1: CCCS(=O)(=O)NC1=C(C(=C(C=C1)F)C(=O)C2=CNC3=C2C=C(C=N3)C4=CC=C(C=C4)Cl)F. Drug 2: C1=CC(=C2C(=C1NCCNCCO)C(=O)C3=C(C=CC(=C3C2=O)O)O)NCCNCCO. Cell line: T-47D. Synergy scores: CSS=43.9, Synergy_ZIP=7.70, Synergy_Bliss=12.4, Synergy_Loewe=-8.21, Synergy_HSA=12.0.